This data is from Forward reaction prediction with 1.9M reactions from USPTO patents (1976-2016). The task is: Predict the product of the given reaction. (1) Given the reactants [Cl:1][C:2]1[N:3]=[C:4]([NH:11][CH2:12][CH:13]2[CH2:16][N:15]([C:17]([O:19]C(C)(C)C)=O)[CH2:14]2)[C:5]2[CH:10]=[CH:9][S:8][C:6]=2[N:7]=1.F[C:25](F)(F)[C:26](O)=O.C(N(CC)C(C)C)(C)C.C(Cl)(=O)C=C, predict the reaction product. The product is: [Cl:1][C:2]1[N:3]=[C:4]([NH:11][CH2:12][CH:13]2[CH2:14][N:15]([C:17](=[O:19])[CH:25]=[CH2:26])[CH2:16]2)[C:5]2[CH:10]=[CH:9][S:8][C:6]=2[N:7]=1. (2) The product is: [CH3:7][N:8]([C:43]1[CH:48]=[CH:47][CH:46]=[CH:45][CH:44]=1)[NH:9][C:10]([C:12]1[S:42][C:15]2[NH:16][N:17]=[C:18]([NH:19][C:20](=[O:34])[C:21]3[CH:22]=[CH:23][C:24]([CH2:27][N:28]4[CH2:29][CH2:30][O:31][CH2:32][CH2:33]4)=[CH:25][CH:26]=3)[C:14]=2[CH:13]=1)=[O:11]. Given the reactants C(=O)([O-])[O-].[K+].[K+].[CH3:7][N:8]([C:43]1[CH:48]=[CH:47][CH:46]=[CH:45][CH:44]=1)[NH:9][C:10]([C:12]1[S:42][C:15]2[N:16](C(OC(C)(C)C)=O)[N:17]=[C:18]([NH:19][C:20](=[O:34])[C:21]3[CH:26]=[CH:25][C:24]([CH2:27][N:28]4[CH2:33][CH2:32][O:31][CH2:30][CH2:29]4)=[CH:23][CH:22]=3)[C:14]=2[CH:13]=1)=[O:11], predict the reaction product. (3) Given the reactants Cl[C:2]1[CH:9]=[CH:8][C:5]([CH:6]=[O:7])=[CH:4][C:3]=1[O:10][CH2:11][CH3:12].[F:13]C1C=CC(C(O)=O)=CC=1O, predict the reaction product. The product is: [CH2:11]([O:10][C:3]1[CH:4]=[C:5]([CH:8]=[CH:9][C:2]=1[F:13])[CH:6]=[O:7])[CH3:12]. (4) Given the reactants [H-].[H-].[H-].[H-].[Li+].[Al+3].[O:7]1[C:11]2([CH2:16][CH2:15][C:14]([C:22](OCC)=[O:23])([C:17](OCC)=[O:18])[CH2:13][CH2:12]2)[O:10][CH2:9][CH2:8]1, predict the reaction product. The product is: [OH:23][CH2:22][C:14]1([CH2:17][OH:18])[CH2:15][CH2:16][C:11]2([O:7][CH2:8][CH2:9][O:10]2)[CH2:12][CH2:13]1. (5) The product is: [C:1]([O:5][C:6]([NH:8][CH:9]1[CH2:10][N:11]([C:14]2[S:15][C:16]3[CH:22]=[C:21]([C:23]([O:25][CH2:26][CH3:27])=[O:24])[CH:20]=[CH:19][C:17]=3[N:18]=2)[CH2:12]1)=[O:7])([CH3:4])([CH3:2])[CH3:3]. Given the reactants [C:1]([O:5][C:6]([NH:8][CH:9]1[CH2:12][NH:11][CH2:10]1)=[O:7])([CH3:4])([CH3:3])[CH3:2].Br[C:14]1[S:15][C:16]2[CH:22]=[C:21]([C:23]([O:25][CH2:26][CH3:27])=[O:24])[CH:20]=[CH:19][C:17]=2[N:18]=1.C(N(C(C)C)CC)(C)C, predict the reaction product. (6) Given the reactants [N+:1]([C:4]1[CH:9]=[CH:8][C:7]([N:10]2[CH2:15][CH2:14][CH:13]([C:16](O)=[O:17])[CH2:12][CH2:11]2)=[CH:6][CH:5]=1)([O-:3])=[O:2].B, predict the reaction product. The product is: [N+:1]([C:4]1[CH:9]=[CH:8][C:7]([N:10]2[CH2:11][CH2:12][CH:13]([CH2:16][OH:17])[CH2:14][CH2:15]2)=[CH:6][CH:5]=1)([O-:3])=[O:2].